From a dataset of Reaction yield outcomes from USPTO patents with 853,638 reactions. Predict the reaction yield, written as a fraction of the theoretical maximum amount of product (1.0 means a 100% yield; for example, 0.34 means a 34% yield). (1) The reactants are [CH2:1]([O:3][C:4]#[CH:5])[CH3:2].C([Li])CCC.CN(P(N(C)C)(N(C)C)=O)C.[CH2:22](Br)[C:23]1[CH:28]=[CH:27][CH:26]=[CH:25][CH:24]=1. The catalyst is C1COCC1. The product is [CH2:4]([O:3][C:1]#[C:2][CH2:22][C:23]1[CH:28]=[CH:27][CH:26]=[CH:25][CH:24]=1)[CH3:5]. The yield is 0.990. (2) The reactants are [NH2:1][C:2]1[C:3]([F:16])=[C:4]([NH:9][S:10](CCC)(=[O:12])=[O:11])[CH:5]=[CH:6][C:7]=1[F:8].C(=O)([O-])[O-].[K+].[K+].[N:23]1(S(Cl)(=O)=O)[CH2:27][CH2:26][CH2:25][CH2:24]1.[OH-].[Na+].Cl. The catalyst is CN(C=O)C.O. The product is [NH2:1][C:2]1[C:3]([F:16])=[C:4]([NH:9][S:10]([N:23]2[CH2:27][CH2:26][CH2:25][CH2:24]2)(=[O:11])=[O:12])[CH:5]=[CH:6][C:7]=1[F:8]. The yield is 0.660. (3) The reactants are CS(O[CH:6]1[CH2:11][CH2:10][CH:9]([NH:12][C:13]([O:15][C:16]([CH3:19])([CH3:18])[CH3:17])=[O:14])[CH2:8][CH2:7]1)(=O)=O.[F:20][C:21]([F:30])([F:29])[C:22]1[CH:27]=[CH:26][C:25]([SH:28])=[CH:24][CH:23]=1.C([O-])([O-])=O.[K+].[K+]. The catalyst is C1COCC1.O. The product is [F:30][C:21]([F:20])([F:29])[C:22]1[CH:23]=[CH:24][C:25]([S:28][CH:6]2[CH2:7][CH2:8][CH:9]([NH:12][C:13](=[O:14])[O:15][C:16]([CH3:17])([CH3:18])[CH3:19])[CH2:10][CH2:11]2)=[CH:26][CH:27]=1. The yield is 0.430. (4) The reactants are [NH:1]1[C:9]2[C:4](=[CH:5][CH:6]=[CH:7][CH:8]=2)[C:3]([C:10]([OH:12])=O)=[N:2]1.[CH3:13][O:14][C:15]1[CH:16]=[C:17]([C:23]2([CH2:28][NH2:29])[CH2:27][CH2:26][CH2:25][CH2:24]2)[CH:18]=[CH:19][C:20]=1[O:21][CH3:22].C(N(CC)CC)C.F[P-](F)(F)(F)(F)F.N1(OC(N(C)C)=[N+](C)C)C2N=CC=CC=2N=N1. The catalyst is C(#N)C. The product is [CH3:13][O:14][C:15]1[CH:16]=[C:17]([C:23]2([CH2:28][NH:29][C:10]([C:3]3[C:4]4[C:9](=[CH:8][CH:7]=[CH:6][CH:5]=4)[NH:1][N:2]=3)=[O:12])[CH2:24][CH2:25][CH2:26][CH2:27]2)[CH:18]=[CH:19][C:20]=1[O:21][CH3:22]. The yield is 0.0984. (5) The reactants are [CH3:1][O:2][C:3]1[CH:4]=[C:5]2[C:10](=[CH:11][C:12]=1[O:13][CH3:14])[N:9]=[CH:8][CH:7]=[C:6]2[O:15][C:16]1[CH:22]=[CH:21][C:19]([NH2:20])=[CH:18][CH:17]=1.Cl[C:24](Cl)([O:26][C:27](=[O:33])OC(Cl)(Cl)Cl)Cl.[C:35]1([CH2:41]CO)[CH:40]=[CH:39][CH:38]=[CH:37][CH:36]=1.C(=O)(O)[O-].[Na+]. The product is [CH3:1][O:2][C:3]1[CH:4]=[C:5]2[C:10](=[CH:11][C:12]=1[O:13][CH3:14])[N:9]=[CH:8][CH:7]=[C:6]2[O:15][C:16]1[CH:22]=[CH:21][C:19]([NH:20][C:27](=[O:33])[O:26][CH2:24][CH2:41][C:35]2[CH:40]=[CH:39][CH:38]=[CH:37][CH:36]=2)=[CH:18][CH:17]=1. The catalyst is C(Cl)Cl.C(N(CC)CC)C.C1(C)C=CC=CC=1. The yield is 0.510. (6) The reactants are [N-:1]=[N+:2]=[N-:3].[Na+].[Si](Cl)(Cl)(Cl)Cl.[C:10]([C:12]1[C:13]([CH2:26][C:27]2[CH:36]=[CH:35][C:34]3[C:29](=[CH:30][CH:31]=[CH:32][CH:33]=3)[CH:28]=2)=[C:14]([C:23]([NH2:25])=O)[S:15][C:16]=1[N:17]1[CH2:22][CH2:21][O:20][CH2:19][CH2:18]1)#[N:11].O. The catalyst is C(#N)C.CCOC(C)=O. The product is [N:17]1([C:16]2[S:15][C:14]([C:23]3[NH:25][N:3]=[N:2][N:1]=3)=[C:13]([CH2:26][C:27]3[CH:36]=[CH:35][C:34]4[C:29](=[CH:30][CH:31]=[CH:32][CH:33]=4)[CH:28]=3)[C:12]=2[C:10]#[N:11])[CH2:22][CH2:21][O:20][CH2:19][CH2:18]1. The yield is 0.209.